This data is from Forward reaction prediction with 1.9M reactions from USPTO patents (1976-2016). The task is: Predict the product of the given reaction. Given the reactants ClCCO[CH:5]([O:13][CH2:14][CH2:15][Cl:16])[C:6]1[CH:11]=[CH:10][C:9]([F:12])=[CH:8][CH:7]=1.C[Si]([C:21]#[N:22])(C)C.C(C(C#N)=C(C#N)C#N)#N, predict the reaction product. The product is: [Cl:16][CH2:15][CH2:14][O:13][CH:5]([C:6]1[CH:7]=[CH:8][C:9]([F:12])=[CH:10][CH:11]=1)[C:21]#[N:22].